From a dataset of Catalyst prediction with 721,799 reactions and 888 catalyst types from USPTO. Predict which catalyst facilitates the given reaction. (1) Reactant: [CH3:1][C:2]1[N:7]=[N:6][CH:5]=[C:4]([C:8]2[C@:9]3([CH2:25][CH2:24][C@H:23]4[C@@H:14]([CH2:15][CH2:16][C:17]5[CH:18]=C(C(O)=O)C=C[C:22]=54)[C@@H:11]3[CH2:12][CH:13]=2)[CH3:10])[CH:3]=1.[CH3:29][NH:30][CH2:31][CH2:32][C:33]([O:35]C(C)(C)C)=[O:34].Cl.CN(C)CCCN=C=NCC.O.ON1C2C=CC=CC=2N=N1.[CH2:63]1[CH2:67][O:66][CH2:65][CH2:64]1. Product: [CH3:29][N:30]([C:65]([C:64]1[CH:63]=[CH:67][C:22]2[C@@H:23]3[C@H:14]([C@H:11]4[C@@:9]([CH2:25][CH2:24]3)([CH3:10])[C:8]([C:4]3[CH:3]=[C:2]([CH3:1])[N:7]=[N:6][CH:5]=3)=[CH:13][CH2:12]4)[CH2:15][CH2:16][C:17]=2[CH:18]=1)=[O:66])[CH2:31][CH2:32][C:33]([OH:35])=[O:34]. The catalyst class is: 851. (2) Reactant: C(P(CCCC)CCCC)CCC.[CH3:14][O:15][C:16](=[O:30])[CH2:17][C:18]1[C:22]2[C:23]([CH3:29])=[CH:24][C:25]([OH:28])=[C:26]([F:27])[C:21]=2[S:20][CH:19]=1.[CH3:31][N:32]1[C:36]([CH2:37]O)=[CH:35][C:34]([C:39]([F:42])([F:41])[F:40])=[N:33]1.C1CCN(C(N=NC(N2CCCCC2)=O)=O)CC1. Product: [CH3:14][O:15][C:16](=[O:30])[CH2:17][C:18]1[C:22]2[C:23]([CH3:29])=[CH:24][C:25]([O:28][CH2:37][C:36]3[N:32]([CH3:31])[N:33]=[C:34]([C:39]([F:42])([F:40])[F:41])[CH:35]=3)=[C:26]([F:27])[C:21]=2[S:20][CH:19]=1. The catalyst class is: 1. (3) Reactant: [CH3:1][N:2]([CH3:32])[C:3]1[N:12]=[C:11]([NH:13][CH2:14][C:15]2[CH:20]=[CH:19][C:18]([NH:21][C:22](=[O:30])[C:23]3[CH:28]=[CH:27][C:26]([F:29])=[CH:25][CH:24]=3)=[CH:17][CH:16]=2)[C:10]2[C:5](=[CH:6][C:7](I)=[CH:8][CH:9]=2)[N:4]=1.O.[CH3:34][N:35](C=O)C. Product: [C:34]([C:7]1[CH:6]=[C:5]2[C:10]([C:11]([NH:13][CH2:14][C:15]3[CH:20]=[CH:19][C:18]([NH:21][C:22](=[O:30])[C:23]4[CH:28]=[CH:27][C:26]([F:29])=[CH:25][CH:24]=4)=[CH:17][CH:16]=3)=[N:12][C:3]([N:2]([CH3:32])[CH3:1])=[N:4]2)=[CH:9][CH:8]=1)#[N:35]. The catalyst class is: 267. (4) Reactant: [C:1]1([C:7]2[N:8]=[CH:9][C:10]([N:19]([CH2:21][CH:22]3[CH2:31][CH2:30][C:29]4[C:24](=[CH:25][CH:26]=[CH:27][C:28]=4[OH:32])[CH2:23]3)[CH3:20])=[N:11][C:12]=2[C:13]2[CH:18]=[CH:17][CH:16]=[CH:15][CH:14]=2)[CH:6]=[CH:5][CH:4]=[CH:3][CH:2]=1.Br[CH2:34][C:35]([O:37][C:38]([CH3:41])([CH3:40])[CH3:39])=[O:36].[I-].[K+].C(=O)([O-])[O-].[K+].[K+]. Product: [C:38]([O:37][C:35]([CH2:34][O:32][C:28]1[CH:27]=[CH:26][CH:25]=[C:24]2[C:29]=1[CH2:30][CH2:31][CH:22]([CH2:21][N:19]([C:10]1[CH:9]=[N:8][C:7]([C:1]3[CH:2]=[CH:3][CH:4]=[CH:5][CH:6]=3)=[C:12]([C:13]3[CH:18]=[CH:17][CH:16]=[CH:15][CH:14]=3)[N:11]=1)[CH3:20])[CH2:23]2)=[O:36])([CH3:41])([CH3:40])[CH3:39]. The catalyst class is: 10. (5) Reactant: [NH2:1][CH2:2][C:3]([C:6]1[CH:11]=[CH:10][C:9]([O:12][CH2:13][C:14]2[CH:19]=[CH:18][CH:17]=[CH:16][CH:15]=2)=[CH:8][CH:7]=1)([OH:5])[CH3:4].[CH:20](=O)[C:21]1[CH:26]=[CH:25][CH:24]=[CH:23][CH:22]=1.[BH4-].[Na+]. Product: [CH2:20]([NH:1][CH2:2][C:3]([C:6]1[CH:11]=[CH:10][C:9]([O:12][CH2:13][C:14]2[CH:19]=[CH:18][CH:17]=[CH:16][CH:15]=2)=[CH:8][CH:7]=1)([OH:5])[CH3:4])[C:21]1[CH:26]=[CH:25][CH:24]=[CH:23][CH:22]=1. The catalyst class is: 626. (6) Reactant: [Li].[H-].O1CCCC1.[C:8]([C:10]1[CH:15]=[CH:14][CH:13]=[CH:12][C:11]=1[N:16]1[CH:20]=[CH:19][CH:18]=[CH:17]1)#[N:9]. Product: [NH2:9][CH2:8][C:10]1[CH:15]=[CH:14][CH:13]=[CH:12][C:11]=1[N:16]1[CH:20]=[CH:19][CH:18]=[CH:17]1. The catalyst class is: 8. (7) Reactant: [O:1]1[CH2:3][C@H:2]1[CH2:4][N:5]1[C:17]2[CH:16]=[CH:15][CH:14]=[CH:13][C:12]=2[C:11]2[C:6]1=[CH:7][CH:8]=[CH:9][CH:10]=2.[NH2:18][CH2:19][C@H:20]([NH:22][C:23](=[O:29])[O:24][C:25]([CH3:28])([CH3:27])[CH3:26])[CH3:21]. Product: [CH:16]1[C:17]2[N:5]([CH2:4][C@@H:2]([OH:1])[CH2:3][NH:18][CH2:19][C@H:20]([NH:22][C:23](=[O:29])[O:24][C:25]([CH3:28])([CH3:27])[CH3:26])[CH3:21])[C:6]3[C:11](=[CH:10][CH:9]=[CH:8][CH:7]=3)[C:12]=2[CH:13]=[CH:14][CH:15]=1. The catalyst class is: 8. (8) Reactant: [NH2:1][CH:2]1[CH2:7][CH2:6][N:5]([C:8]([O:10][C:11]([CH3:14])([CH3:13])[CH3:12])=[O:9])[CH2:4][CH2:3]1.C(N(CC)CC)C.ClC(Cl)(Cl)[C:24]([C:26]1[N:30]2[CH:31]=[CH:32][CH:33]=[CH:34][C:29]2=[N:28][CH:27]=1)=[O:25]. Product: [N:28]1[CH:27]=[C:26]([C:24]([NH:1][CH:2]2[CH2:3][CH2:4][N:5]([C:8]([O:10][C:11]([CH3:14])([CH3:13])[CH3:12])=[O:9])[CH2:6][CH2:7]2)=[O:25])[N:30]2[CH:31]=[CH:32][CH:33]=[CH:34][C:29]=12. The catalyst class is: 10. (9) Reactant: [C:1]1([CH2:11][N:12]2[CH2:17][CH2:16][N:15]([CH2:18][C:19]([O:21]CC)=O)[CH2:14][CH2:13]2)[C:10]2[C:5](=[CH:6][CH:7]=[CH:8][CH:9]=2)[CH:4]=[CH:3][CH:2]=1.[NH2:24][NH2:25]. Product: [C:1]1([CH2:11][N:12]2[CH2:13][CH2:14][N:15]([CH2:18][C:19]([NH:24][NH2:25])=[O:21])[CH2:16][CH2:17]2)[C:2]2[C:7](=[CH:8][CH:9]=[CH:4][CH:3]=2)[CH:6]=[CH:5][CH:10]=1. The catalyst class is: 8. (10) Reactant: [C:1]12([C:11]3[CH:21]=[CH:20][C:14]([O:15][CH2:16][C:17](O)=[O:18])=[CH:13][CH:12]=3)[CH2:10][CH:5]3[CH2:6][CH:7]([CH2:9][CH:3]([CH2:4]3)[CH2:2]1)[CH2:8]2.[CH2:22]([O:24][C:25](=[O:33])[C:26]1[CH:31]=[CH:30][CH:29]=[C:28]([NH2:32])[CH:27]=1)[CH3:23].Cl.CN(C)CCCN=C=NCC.ON1C2C=CC=CC=2N=N1.C(N(CC)C(C)C)(C)C. Product: [CH2:22]([O:24][C:25](=[O:33])[C:26]1[CH:31]=[CH:30][CH:29]=[C:28]([NH:32][C:17](=[O:18])[CH2:16][O:15][C:14]2[CH:13]=[CH:12][C:11]([C:1]34[CH2:10][CH:5]5[CH2:4][CH:3]([CH2:9][CH:7]([CH2:6]5)[CH2:8]3)[CH2:2]4)=[CH:21][CH:20]=2)[CH:27]=1)[CH3:23]. The catalyst class is: 3.